This data is from Catalyst prediction with 721,799 reactions and 888 catalyst types from USPTO. The task is: Predict which catalyst facilitates the given reaction. Reactant: [NH:1]1[C:9]2[C:4](=[CH:5][CH:6]=[CH:7][CH:8]=2)[C:3]([C:10]2[N:15]=[C:14]([NH:16][C:17]3[CH:22]=[CH:21][N:20]=[CH:19][CH:18]=3)[C:13]([O:23][CH3:24])=[CH:12][N:11]=2)=[N:2]1.Br[CH2:26][C:27]1[N:31]([CH3:32])[N:30]=[CH:29][C:28]=1[Cl:33].N12CCCN=C1CCCCC2.O.C(OCC)(=O)C. Product: [Cl:33][C:28]1[CH:29]=[N:30][N:31]([CH3:32])[C:27]=1[CH2:26][N:1]1[C:9]2[C:4](=[CH:5][CH:6]=[CH:7][CH:8]=2)[C:3]([C:10]2[N:15]=[C:14]([NH:16][C:17]3[CH:22]=[CH:21][N:20]=[CH:19][CH:18]=3)[C:13]([O:23][CH3:24])=[CH:12][N:11]=2)=[N:2]1. The catalyst class is: 3.